Dataset: Forward reaction prediction with 1.9M reactions from USPTO patents (1976-2016). Task: Predict the product of the given reaction. (1) The product is: [C:4]([Si:1]([CH3:3])([CH3:2])[O:8][CH2:9][CH2:10][O:11][C:12]1[N:13]=[CH:14][C:15]([NH2:20])=[C:16]([O:18][CH3:19])[CH:17]=1)([CH3:7])([CH3:6])[CH3:5]. Given the reactants [Si:1]([O:8][CH2:9][CH2:10][O:11][C:12]1[CH:17]=[C:16]([O:18][CH3:19])[C:15]([N+:20]([O-])=O)=[CH:14][N:13]=1)([C:4]([CH3:7])([CH3:6])[CH3:5])([CH3:3])[CH3:2], predict the reaction product. (2) The product is: [F:1][C:2]1[CH:7]=[CH:6][CH:5]=[CH:4][C:3]=1[C:8]1[N:13]=[CH:12][C:11]([NH:14][C:15](=[O:34])[C:16]2[CH:21]=[CH:20][C:19]([O:22][CH3:23])=[C:18]([NH:24][C:25](=[O:33])[CH2:26][N:27]3[CH2:32][C@@H:31]4[CH2:36][C@H:28]3[CH2:29][O:30]4)[CH:17]=2)=[CH:10][CH:9]=1. Given the reactants [F:1][C:2]1[CH:7]=[CH:6][CH:5]=[CH:4][C:3]=1[C:8]1[N:13]=[CH:12][C:11]([NH:14][C:15](=[O:34])[C:16]2[CH:21]=[CH:20][C:19]([O:22][CH3:23])=[C:18]([NH:24][C:25](=[O:33])[CH2:26][N:27]3[CH2:32][CH2:31][O:30][CH2:29][CH2:28]3)[CH:17]=2)=[CH:10][CH:9]=1.Cl.[C@H:36]12C[C@H](NC1)CO2.C(N(CC)CC)C, predict the reaction product. (3) Given the reactants [CH3:1]I.[CH3:3][C:4]([N+:18]([O-:20])=[O:19])([CH3:17])[CH2:5][C:6]1[N:7]=[C:8]([C:11]2[CH:16]=[CH:15][CH:14]=[CH:13][CH:12]=2)[NH:9][CH:10]=1.[OH-].[K+], predict the reaction product. The product is: [CH3:1][N:9]1[CH:10]=[C:6]([CH2:5][C:4]([CH3:3])([N+:18]([O-:20])=[O:19])[CH3:17])[N:7]=[C:8]1[C:11]1[CH:16]=[CH:15][CH:14]=[CH:13][CH:12]=1. (4) The product is: [CH3:26][C:20]1[CH:21]=[CH:22][C:23]([NH:25][C:32]([C:28]2[S:27][CH:31]=[CH:30][CH:29]=2)=[O:33])=[CH:24][C:19]=1[CH2:18][CH2:17][N:14]1[CH2:13][CH2:12][CH:11]([C:7]2[C:6]3[C:10](=[C:2]([Cl:1])[CH:3]=[CH:4][CH:5]=3)[NH:9][CH:8]=2)[CH2:16][CH2:15]1. Given the reactants [Cl:1][C:2]1[CH:3]=[CH:4][CH:5]=[C:6]2[C:10]=1[NH:9][CH:8]=[C:7]2[CH:11]1[CH2:16][CH2:15][N:14]([CH2:17][CH2:18][C:19]2[CH:24]=[C:23]([NH2:25])[CH:22]=[CH:21][C:20]=2[CH3:26])[CH2:13][CH2:12]1.[S:27]1[CH:31]=[CH:30][CH:29]=[C:28]1[C:32](Cl)=[O:33], predict the reaction product. (5) Given the reactants [F:1][C:2]([F:31])([F:30])[C:3]1[CH:4]=[C:5]([C@H:13]([O:15][C@H:16]2[CH2:20][CH2:19][C@@H:18]([CH:21]=O)[C@@H:17]2[C:23]2[CH:28]=[CH:27][C:26]([F:29])=[CH:25][CH:24]=2)[CH3:14])[CH:6]=[C:7]([C:9]([F:12])([F:11])[F:10])[CH:8]=1.Cl.[CH2:33]([O:35][C:36]([C@@H:38]1[CH2:43][CH2:42][CH2:41][NH:40][CH2:39]1)=[O:37])[CH3:34].CCN(C(C)C)C(C)C.C(O[BH-](OC(=O)C)OC(=O)C)(=O)C.[Na+], predict the reaction product. The product is: [F:31][C:2]([F:1])([F:30])[C:3]1[CH:4]=[C:5]([C@H:13]([O:15][C@H:16]2[CH2:20][CH2:19][C@@H:18]([CH2:21][N:40]3[CH2:41][CH2:42][CH2:43][C@@H:38]([C:36]([O:35][CH2:33][CH3:34])=[O:37])[CH2:39]3)[C@@H:17]2[C:23]2[CH:28]=[CH:27][C:26]([F:29])=[CH:25][CH:24]=2)[CH3:14])[CH:6]=[C:7]([C:9]([F:12])([F:11])[F:10])[CH:8]=1. (6) Given the reactants [NH:1]1[CH:5]=[C:4]([NH:6][C:7]([C:9]2[N:10]=[CH:11][O:12][C:13]=2[C:14]2[CH:15]=[C:16]([CH3:20])[CH:17]=[CH:18][CH:19]=2)=[O:8])[CH:3]=[N:2]1.Br[CH2:22][CH:23]1[CH2:27][CH2:26][CH2:25][N:24]1[C:28]([O:30][C:31]([CH3:34])([CH3:33])[CH3:32])=[O:29].C([O-])([O-])=O.[K+].[K+], predict the reaction product. The product is: [C:16]1([CH3:20])[CH:17]=[CH:18][CH:19]=[C:14]([C:13]2[O:12][CH:11]=[N:10][C:9]=2[C:7]([NH:6][C:4]2[CH:5]=[N:1][N:2]([CH2:22][CH:23]3[CH2:27][CH2:26][CH2:25][N:24]3[C:28]([O:30][C:31]([CH3:32])([CH3:34])[CH3:33])=[O:29])[CH:3]=2)=[O:8])[CH:15]=1.